From a dataset of Forward reaction prediction with 1.9M reactions from USPTO patents (1976-2016). Predict the product of the given reaction. (1) The product is: [OH:6][CH2:7][C@H:8]([NH:12][C:13]1[CH:14]=[C:15]([C:19]2[CH:20]=[C:21]3[C:26](=[CH:27][CH:28]=2)[N:25]([CH3:29])[C:24](=[O:30])[CH2:23][CH2:22]3)[CH:16]=[N:17][CH:18]=1)[CH:9]([CH3:10])[CH3:11]. Given the reactants C([SiH2][O:6][C:7](C)(C)[C@H:8]([NH:12][C:13]1[CH:14]=[C:15]([C:19]2[CH:20]=[C:21]3[C:26](=[CH:27][CH:28]=2)[N:25]([CH3:29])[C:24](=[O:30])[CH2:23][CH2:22]3)[CH:16]=[N:17][CH:18]=1)[CH:9]([CH3:11])[CH3:10])(C)(C)C.CCCC[N+](CCCC)(CCCC)CCCC.[F-], predict the reaction product. (2) Given the reactants [C:1]([NH:4][C:5]1[CH:13]=[C:12]([Br:14])[C:11]([O:15][CH3:16])=[CH:10][C:6]=1[C:7]([OH:9])=[O:8])(=O)[CH3:2].C(OC(OC(C)(C)C)=O)(OC(C)(C)C)=O, predict the reaction product. The product is: [Br:14][C:12]1[C:11]([O:15][CH3:16])=[CH:10][C:6]2[C:7](=[O:9])[O:8][C:1]([CH3:2])=[N:4][C:5]=2[CH:13]=1. (3) Given the reactants O.ON1C2C=CC=CC=2N=N1.Cl.CN(C)CCCN=C=NCC.[O:24]=[C:25]1[NH:30][CH:29]=[C:28]([C:31]([OH:33])=O)[CH:27]=[CH:26]1.O[N:35]=[C:36]([C:38]1[CH:43]=[CH:42][C:41]([O:44][C:45]([F:48])([F:47])[F:46])=[CH:40][CH:39]=1)[NH2:37], predict the reaction product. The product is: [F:46][C:45]([F:47])([F:48])[O:44][C:41]1[CH:40]=[CH:39][C:38]([C:36]2[N:37]=[C:31]([C:28]3[CH:27]=[CH:26][C:25](=[O:24])[NH:30][CH:29]=3)[O:33][N:35]=2)=[CH:43][CH:42]=1. (4) Given the reactants [BH4-].[Na+].O.[CH3:4][O:5][C:6]1[C:7](=[O:16])[CH:8]=[C:9]([CH3:15])[C:10](=[O:14])[C:11]=1[O:12][CH3:13], predict the reaction product. The product is: [CH3:4][O:5][C:6]1[C:11]([O:12][CH3:13])=[C:10]([OH:14])[C:9]([CH3:15])=[CH:8][C:7]=1[OH:16].